Dataset: Reaction yield outcomes from USPTO patents with 853,638 reactions. Task: Predict the reaction yield, written as a fraction of the theoretical maximum amount of product (1.0 means a 100% yield; for example, 0.34 means a 34% yield). (1) The reactants are [NH2:1][C:2]1[N:6]([C:7]2[CH:12]=[CH:11][CH:10]=[CH:9][CH:8]=2)[N:5]=[C:4]([C:13]([OH:15])=O)[C:3]=1[CH3:16].CCN(C(C)C)C(C)C.C(Cl)(=O)OCC(C)C.[C:34]([NH:37][NH2:38])(=[O:36])[CH3:35]. The catalyst is C(Cl)Cl.O. The product is [C:34]([NH:37][NH:38][C:13]([C:4]1[C:3]([CH3:16])=[C:2]([NH2:1])[N:6]([C:7]2[CH:8]=[CH:9][CH:10]=[CH:11][CH:12]=2)[N:5]=1)=[O:15])(=[O:36])[CH3:35]. The yield is 1.01. (2) The reactants are [CH2:1]([O:8][C:9]1[CH:14]=[C:13]([N:15]([CH2:20][CH2:21][CH2:22][CH3:23])[CH2:16][CH2:17][CH2:18][CH3:19])[CH:12]=[CH:11][C:10]=1[CH:24]=[CH:25][C:26]1[S:30][C:29]([CH:31]=O)=[CH:28][CH:27]=1)[C:2]1[CH:7]=[CH:6][CH:5]=[CH:4][CH:3]=1.[C:33]([C:35]1[C:36](=[C:51]([C:54]#[N:55])[C:52]#[N:53])[O:37][C:38]([C:45]2[CH:50]=[CH:49][CH:48]=[CH:47][CH:46]=2)([C:41]([F:44])([F:43])[F:42])[C:39]=1[CH3:40])#[N:34]. The catalyst is C(O)C.O1CCCC1. The product is [CH2:1]([O:8][C:9]1[CH:14]=[C:13]([N:15]([CH2:20][CH2:21][CH2:22][CH3:23])[CH2:16][CH2:17][CH2:18][CH3:19])[CH:12]=[CH:11][C:10]=1[CH:24]=[CH:25][C:26]1[S:30][C:29]([CH:31]=[CH:40][C:39]2[C:38]([C:45]3[CH:50]=[CH:49][CH:48]=[CH:47][CH:46]=3)([C:41]([F:44])([F:42])[F:43])[O:37][C:36](=[C:51]([C:54]#[N:55])[C:52]#[N:53])[C:35]=2[C:33]#[N:34])=[CH:28][CH:27]=1)[C:2]1[CH:3]=[CH:4][CH:5]=[CH:6][CH:7]=1. The yield is 0.947. (3) The reactants are [Br:1][C:2]1[C:3](F)=[C:4]2[C:10]([NH:11][C:12]([C:14]3[CH:18]=[C:17]([CH3:19])[O:16][N:15]=3)=[O:13])=[CH:9][NH:8][C:5]2=[N:6][CH:7]=1.[NH:21]1[CH2:26][CH2:25][CH2:24][C@@H:23]([NH:27][C:28](=[O:34])[O:29][C:30]([CH3:33])([CH3:32])[CH3:31])[CH2:22]1. The catalyst is CCCCO. The product is [Br:1][C:2]1[C:3]([N:21]2[CH2:26][CH2:25][CH2:24][C@@H:23]([NH:27][C:28](=[O:34])[O:29][C:30]([CH3:32])([CH3:31])[CH3:33])[CH2:22]2)=[C:4]2[C:10]([NH:11][C:12]([C:14]3[CH:18]=[C:17]([CH3:19])[O:16][N:15]=3)=[O:13])=[CH:9][NH:8][C:5]2=[N:6][CH:7]=1. The yield is 0.130.